Dataset: Forward reaction prediction with 1.9M reactions from USPTO patents (1976-2016). Task: Predict the product of the given reaction. Given the reactants [Br:1][C:2]1[CH:8]=[CH:7][C:5]([NH2:6])=[C:4]([OH:9])[CH:3]=1.[CH2:10]([O:17][C:18]1[CH:26]=[CH:25][C:21]([C:22](O)=O)=[CH:20][CH:19]=1)[C:11]1[CH:16]=[CH:15][CH:14]=[CH:13][CH:12]=1, predict the reaction product. The product is: [CH2:10]([O:17][C:18]1[CH:19]=[CH:20][C:21]([C:22]2[O:9][C:4]3[CH:3]=[C:2]([Br:1])[CH:8]=[CH:7][C:5]=3[N:6]=2)=[CH:25][CH:26]=1)[C:11]1[CH:12]=[CH:13][CH:14]=[CH:15][CH:16]=1.